From a dataset of Full USPTO retrosynthesis dataset with 1.9M reactions from patents (1976-2016). Predict the reactants needed to synthesize the given product. Given the product [CH3:30][C:13]1([C:16]([O:18][CH3:19])=[O:17])[CH2:14][CH2:15][N:11]([C:20]([O:22][CH2:23][C:24]2[CH:29]=[CH:28][CH:27]=[CH:26][CH:25]=2)=[O:21])[CH2:12]1, predict the reactants needed to synthesize it. The reactants are: C[Si]([N-][Si](C)(C)C)(C)C.[Li+].[N:11]1([C:20]([O:22][CH2:23][C:24]2[CH:29]=[CH:28][CH:27]=[CH:26][CH:25]=2)=[O:21])[CH2:15][CH2:14][CH:13]([C:16]([O:18][CH3:19])=[O:17])[CH2:12]1.[CH3:30]I.[Cl-].[NH4+].